Dataset: Forward reaction prediction with 1.9M reactions from USPTO patents (1976-2016). Task: Predict the product of the given reaction. Given the reactants F[C:2]1[N:10]=[C:9]2[C:5]([N:6]=[CH:7][N:8]2[CH:11]2[CH2:16][CH2:15][CH2:14][CH2:13][O:12]2)=[C:4]([NH:17][C:18]2[CH:23]=[CH:22][C:21]([C:24](=[O:26])[CH3:25])=[CH:20][CH:19]=2)[N:3]=1.[CH3:27][NH:28][CH:29]1[CH2:34][CH2:33][N:32]([CH3:35])[CH2:31][CH2:30]1.C(N(C(C)C)CC)(C)C, predict the reaction product. The product is: [CH3:27][N:28]([CH:29]1[CH2:34][CH2:33][N:32]([CH3:35])[CH2:31][CH2:30]1)[C:2]1[N:10]=[C:9]2[C:5]([N:6]=[CH:7][N:8]2[CH:11]2[CH2:16][CH2:15][CH2:14][CH2:13][O:12]2)=[C:4]([NH:17][C:18]2[CH:23]=[CH:22][C:21]([C:24](=[O:26])[CH3:25])=[CH:20][CH:19]=2)[N:3]=1.